The task is: Predict the reactants needed to synthesize the given product.. This data is from Full USPTO retrosynthesis dataset with 1.9M reactions from patents (1976-2016). (1) Given the product [I:21][C:22]1[CH:28]=[CH:27][CH:26]=[CH:25][C:23]=1[NH:24][C:17]([C:15]1[CH:14]=[CH:13][C:12]2[C:8]([CH2:1][C:2]3[CH:3]=[CH:4][CH:5]=[CH:6][CH:7]=3)([CH3:20])[CH2:9][O:10][C:11]=2[CH:16]=1)=[O:19], predict the reactants needed to synthesize it. The reactants are: [CH2:1]([C:8]1([CH3:20])[C:12]2[CH:13]=[CH:14][C:15]([C:17]([OH:19])=O)=[CH:16][C:11]=2[O:10][CH2:9]1)[C:2]1[CH:7]=[CH:6][CH:5]=[CH:4][CH:3]=1.[I:21][C:22]1[CH:28]=[CH:27][CH:26]=[CH:25][C:23]=1[NH2:24].F[P-](F)(F)(F)(F)F.N1(OC(N(C)C)=[N+](C)C)C2N=CC=CC=2N=N1.C(N(CC)C(C)C)(C)C.Cl. (2) Given the product [ClH:1].[CH3:7][O:8][C:9]1[CH:14]=[CH:13][C:12]([C:15]2[CH:20]=[CH:19][N:18]([C:21]3[CH:22]=[CH:23][C:24]4[C:25]5[CH2:34][NH:33][CH2:32][CH2:31][C:26]=5[N:27]([CH3:30])[C:28]=4[CH:29]=3)[C:17](=[O:35])[CH:16]=2)=[CH:11][CH:10]=1, predict the reactants needed to synthesize it. The reactants are: [ClH:1].CCOCC.[CH3:7][O:8][C:9]1[CH:14]=[CH:13][C:12]([C:15]2[CH:20]=[CH:19][N:18]([C:21]3[CH:22]=[CH:23][C:24]4[C:25]5[CH2:34][NH:33][CH2:32][CH2:31][C:26]=5[N:27]([CH3:30])[C:28]=4[CH:29]=3)[C:17](=[O:35])[CH:16]=2)=[CH:11][CH:10]=1. (3) The reactants are: [CH3:1][OH:2].[H-].[Na+].Cl[C:6]1[C:11]([N+:12]([O-:14])=[O:13])=[CH:10][CH:9]=[C:8]([Cl:15])[N:7]=1.O. Given the product [Cl:15][C:8]1[N:7]=[C:6]([O:2][CH3:1])[C:11]([N+:12]([O-:14])=[O:13])=[CH:10][CH:9]=1, predict the reactants needed to synthesize it.